From a dataset of Forward reaction prediction with 1.9M reactions from USPTO patents (1976-2016). Predict the product of the given reaction. Given the reactants [Cl:1][C:2]1[CH:3]=[C:4]([CH:9]([N:15]2[N:19]=[N:18][CH:17]=[N:16]2)[CH2:10][CH2:11][N:12](C)[CH3:13])[CH:5]=[CH:6][C:7]=1[Cl:8].C(OC(Cl)=O)C.C([O-])(O)=O.[Na+].[OH-].[K+], predict the reaction product. The product is: [Cl:1][C:2]1[CH:3]=[C:4]([CH:9]([N:15]2[N:19]=[N:18][CH:17]=[N:16]2)[CH2:10][CH2:11][NH:12][CH3:13])[CH:5]=[CH:6][C:7]=1[Cl:8].